Dataset: Catalyst prediction with 721,799 reactions and 888 catalyst types from USPTO. Task: Predict which catalyst facilitates the given reaction. (1) Reactant: [CH2:1]([O:3][C:4](=[O:19])[CH2:5][CH2:6][C:7]1[CH:12]=[CH:11][C:10]([CH:13]2[CH2:17][CH2:16][CH:15]([OH:18])[CH2:14]2)=[CH:9][CH:8]=1)[CH3:2].CCN(CC)CC.[CH3:27][S:28](Cl)(=[O:30])=[O:29]. Product: [CH2:1]([O:3][C:4](=[O:19])[CH2:5][CH2:6][C:7]1[CH:12]=[CH:11][C:10]([C@H:13]2[CH2:17][CH2:16][C@@H:15]([O:18][S:28]([CH3:27])(=[O:30])=[O:29])[CH2:14]2)=[CH:9][CH:8]=1)[CH3:2]. The catalyst class is: 2. (2) Reactant: [F:1][C:2]([F:25])([F:24])[C:3]1[CH:23]=[CH:22][CH:21]=[CH:20][C:4]=1[O:5][CH:6]1[CH2:11][CH2:10][N:9]([C:12]2[S:13][C:14]([C:17]([NH2:19])=O)=[CH:15][N:16]=2)[CH2:8][CH2:7]1.O(S(C(F)(F)F)(=O)=O)S(C(F)(F)F)(=O)=O. Product: [F:24][C:2]([F:1])([F:25])[C:3]1[CH:23]=[CH:22][CH:21]=[CH:20][C:4]=1[O:5][CH:6]1[CH2:11][CH2:10][N:9]([C:12]2[S:13][C:14]([C:17]#[N:19])=[CH:15][N:16]=2)[CH2:8][CH2:7]1. The catalyst class is: 2. (3) Reactant: Br[C:2]1[CH:7]=[CH:6][C:5]([C:8]2[O:12][N:11]=[C:10]([CH3:13])[C:9]=2[CH:14]([OH:18])[CH2:15][CH:16]=[CH2:17])=[CH:4][CH:3]=1.[CH2:19]([O:21][C:22]([C:24]1([C:27]2[CH:32]=[CH:31][C:30](B3OC(C)(C)C(C)(C)O3)=[CH:29][CH:28]=2)[CH2:26][CH2:25]1)=[O:23])[CH3:20]. Product: [CH2:19]([O:21][C:22]([C:24]1([C:27]2[CH:32]=[CH:31][C:30]([C:2]3[CH:7]=[CH:6][C:5]([C:8]4[O:12][N:11]=[C:10]([CH3:13])[C:9]=4[CH:14]([OH:18])[CH2:15][CH:16]=[CH2:17])=[CH:4][CH:3]=3)=[CH:29][CH:28]=2)[CH2:25][CH2:26]1)=[O:23])[CH3:20]. The catalyst class is: 235. (4) Reactant: [NH2:1][C:2]1[CH:7]=[CH:6][C:5]([CH2:8][O:9][C:10]2[CH:15]=[CH:14][C:13]([CH2:16][CH2:17][C:18]([O:20][CH3:21])=[O:19])=[CH:12][CH:11]=2)=[CH:4][CH:3]=1.C(N(CC)CC)C.[C:29](Cl)(=[O:36])[C:30]1[CH:35]=[CH:34][CH:33]=[CH:32][CH:31]=1.O. Product: [C:29]([NH:1][C:2]1[CH:3]=[CH:4][C:5]([CH2:8][O:9][C:10]2[CH:15]=[CH:14][C:13]([CH2:16][CH2:17][C:18]([O:20][CH3:21])=[O:19])=[CH:12][CH:11]=2)=[CH:6][CH:7]=1)(=[O:36])[C:30]1[CH:35]=[CH:34][CH:33]=[CH:32][CH:31]=1. The catalyst class is: 7. (5) Product: [Cl:1][C:2]1[CH:3]=[C:4]2[C:14](=[CH:15][CH:16]=1)[C:8]1([CH2:13][CH2:12][O:11][CH2:10][CH2:9]1)[C:7](=[O:17])[C:6]([C:18]([NH:29][CH2:28][C:27]([O:26][CH3:25])=[O:30])=[O:19])=[C:5]2[OH:23]. The catalyst class is: 12. Reactant: [Cl:1][C:2]1[CH:3]=[C:4]2[C:14](=[CH:15][CH:16]=1)[C:8]1([CH2:13][CH2:12][O:11][CH2:10][CH2:9]1)[C:7](=[O:17])[C:6]([C:18](OCC)=[O:19])=[C:5]2[OH:23].Cl.[CH3:25][O:26][C:27](=[O:30])[CH2:28][NH2:29].CCN(C(C)C)C(C)C. (6) Reactant: [Na].[N:2]1[CH:7]=[CH:6][CH:5]=[C:4]([CH2:8][CH2:9][C:10]([O:12][CH3:13])=[O:11])[CH:3]=1.[CH:14](OCC)=[O:15]. Product: [CH:14]([CH:9]([CH2:8][C:4]1[CH:3]=[N:2][CH:7]=[CH:6][CH:5]=1)[C:10]([O:12][CH3:13])=[O:11])=[O:15]. The catalyst class is: 316. (7) Reactant: [CH2:1]([O:3][P:4]([CH2:9][NH:10][CH2:11][C:12]([O:14][CH2:15][CH3:16])=[O:13])([O:6][CH2:7][CH3:8])=[O:5])[CH3:2].[Cl:17][C:18]1[CH:19]=[C:20]2[C:25](=[C:26]([Cl:28])[CH:27]=1)[CH2:24][N:23]([CH3:29])[CH2:22][CH:21]2[C:30]1[CH:31]=[C:32]([S:36](Cl)(=[O:38])=[O:37])[CH:33]=[CH:34][CH:35]=1. Product: [Cl:17][C:18]1[CH:19]=[C:20]2[C:25](=[C:26]([Cl:28])[CH:27]=1)[CH2:24][N:23]([CH3:29])[CH2:22][CH:21]2[C:30]1[CH:31]=[C:32]([S:36]([N:10]([CH2:11][C:12]([O:14][CH2:15][CH3:16])=[O:13])[CH2:9][P:4]([O:3][CH2:1][CH3:2])([O:6][CH2:7][CH3:8])=[O:5])(=[O:38])=[O:37])[CH:33]=[CH:34][CH:35]=1. The catalyst class is: 17. (8) Reactant: [CH2:1]([O:3][C:4]([C@H:6]1[C@@H:11]([NH2:12])[C@H:10]2[CH2:13][C@@H:7]1[CH2:8][CH2:9]2)=[O:5])[CH3:2].[F:14][C:15]1[CH:16]=[C:17]([CH:20]=[CH:21][C:22]=1[CH3:23])[CH:18]=O.C(O)(=O)C.C([BH3-])#N.[Na+]. Product: [CH2:1]([O:3][C:4]([C@H:6]1[C@@H:11]([NH:12][CH2:18][C:17]2[CH:20]=[CH:21][C:22]([CH3:23])=[C:15]([F:14])[CH:16]=2)[C@H:10]2[CH2:13][C@@H:7]1[CH2:8][CH2:9]2)=[O:5])[CH3:2]. The catalyst class is: 8. (9) Reactant: [H-].[Na+].[CH3:3][O:4][C:5]1[CH:6]=[C:7]([CH2:13][C:14]#[N:15])[CH:8]=[CH:9][C:10]=1[O:11][CH3:12].Br[CH2:17][CH2:18][CH2:19][CH2:20][CH2:21]Br. Product: [CH3:3][O:4][C:5]1[CH:6]=[C:7]([C:13]2([C:14]#[N:15])[CH2:21][CH2:20][CH2:19][CH2:18][CH2:17]2)[CH:8]=[CH:9][C:10]=1[O:11][CH3:12]. The catalyst class is: 1. (10) Product: [CH3:29][C:20]1[CH:19]=[C:17]([NH:18][C:11]([NH:10][S:7]([C:2]2[CH:3]=[CH:4][CH:5]=[CH:6][C:1]=2[CH3:13])(=[O:9])=[O:8])=[O:12])[CH:16]=[C:15]([CH3:14])[C:21]=1[S:22]([CH2:25][N+:26]([O-:28])=[O:27])(=[O:24])=[O:23]. The catalyst class is: 2. Reactant: [C:1]1([CH3:13])[C:2]([S:7]([N:10]=[C:11]=[O:12])(=[O:9])=[O:8])=[CH:3][CH:4]=[CH:5][CH:6]=1.[CH3:14][C:15]1[CH:16]=[C:17]([CH:19]=[C:20]([CH3:29])[C:21]=1[S:22]([CH2:25][N+:26]([O-:28])=[O:27])(=[O:24])=[O:23])[NH2:18].